Dataset: Forward reaction prediction with 1.9M reactions from USPTO patents (1976-2016). Task: Predict the product of the given reaction. (1) Given the reactants [CH3:1][C:2]1[C:10]2[C:5](=[CH:6][CH:7]=[CH:8][CH:9]=2)[NH:4][CH:3]=1.C([BH3-])#N.[Na+].[OH-].[Na+], predict the reaction product. The product is: [CH3:1][CH:2]1[C:10]2[C:5](=[CH:6][CH:7]=[CH:8][CH:9]=2)[NH:4][CH2:3]1. (2) Given the reactants [CH3:1][C@@H:2]1[NH:7][CH2:6][CH2:5][N:4]([S:8]([C:11]2[CH:16]=[CH:15][C:14]([O:17][C:18]([F:21])([F:20])[F:19])=[CH:13][CH:12]=2)(=[O:10])=[O:9])[CH2:3]1.C1C=CC2N(O)N=NC=2C=1.CN(C(ON1N=NC2C=CC=CC1=2)=[N+](C)C)C.F[P-](F)(F)(F)(F)F.[N:56]1[N:60]2[CH:61]=[CH:62][CH:63]=[N:64][C:59]2=[C:58]([C:65](O)=[O:66])[CH:57]=1.CCN(C(C)C)C(C)C, predict the reaction product. The product is: [CH3:1][C@H:2]1[CH2:3][N:4]([S:8]([C:11]2[CH:12]=[CH:13][C:14]([O:17][C:18]([F:21])([F:19])[F:20])=[CH:15][CH:16]=2)(=[O:10])=[O:9])[CH2:5][CH2:6][N:7]1[C:65]([C:58]1[CH:57]=[N:56][N:60]2[CH:61]=[CH:62][CH:63]=[N:64][C:59]=12)=[O:66]. (3) Given the reactants [C:1](Cl)(=[O:4])[CH2:2][CH3:3].[N:6]1([C:12]2[CH:17]=[CH:16][C:15]([C:18]3([C:21]([N:23]4[CH2:27][CH2:26][C@@:25]5([C:31]6[CH:32]=[CH:33][CH:34]=[CH:35][C:30]=6[C:29](=[O:36])[O:28]5)[CH2:24]4)=[O:22])[CH2:20][CH2:19]3)=[CH:14][CH:13]=2)[CH2:11][CH2:10][NH:9][CH2:8][CH2:7]1.[CH:37](N(CC)C(C)C)(C)C.C(Cl)Cl, predict the reaction product. The product is: [C:1]([N:9]1[CH2:10][CH2:11][N:6]([C:12]2[CH:13]=[CH:14][C:15]([C:18]3([C:21]([N:23]4[CH2:27][CH2:26][C@@:25]5([C:31]6[CH:32]=[CH:33][CH:34]=[CH:35][C:30]=6[C:29](=[O:36])[O:28]5)[CH2:24]4)=[O:22])[CH2:20][CH2:19]3)=[CH:16][CH:17]=2)[CH2:7][CH2:8]1)(=[O:4])[CH:2]([CH3:37])[CH3:3]. (4) Given the reactants [CH3:1][P:2]([CH3:34])(=[O:33])[O:3][CH2:4][C:5]1[CH:10]=[CH:9][C:8]([C:11]([NH:13][C:14]2[CH:19]=[C:18]([C:20]3[S:21][CH:22]=[CH:23][CH:24]=3)[CH:17]=[CH:16][C:15]=2[NH:25]C(OC(C)(C)C)=O)=[O:12])=[CH:7][CH:6]=1.C(O)(C(F)(F)F)=O, predict the reaction product. The product is: [CH3:1][P:2]([CH3:34])(=[O:33])[O:3][CH2:4][C:5]1[CH:6]=[CH:7][C:8]([C:11]([NH:13][C:14]2[CH:19]=[C:18]([C:20]3[S:21][CH:22]=[CH:23][CH:24]=3)[CH:17]=[CH:16][C:15]=2[NH2:25])=[O:12])=[CH:9][CH:10]=1. (5) The product is: [N:1]1([C:19]([C:18]2[CH:22]=[CH:23][N:24]=[CH:25][C:17]=2[NH:16][C:14]([C:12]2[C:11]([NH:26][C:27]3[CH:28]=[N:29][CH:30]=[N:31][CH:32]=3)=[CH:10][CH:9]=[C:8]([CH:5]3[CH2:7][CH2:6]3)[N:13]=2)=[O:15])=[O:20])[CH2:4][CH2:3][CH2:2]1. Given the reactants [NH:1]1[CH2:4][CH2:3][CH2:2]1.[CH:5]1([C:8]2[N:13]=[C:12]([C:14]([NH:16][C:17]3[CH:25]=[N:24][CH:23]=[CH:22][C:18]=3[C:19](O)=[O:20])=[O:15])[C:11]([NH:26][C:27]3[CH:28]=[N:29][CH:30]=[N:31][CH:32]=3)=[CH:10][CH:9]=2)[CH2:7][CH2:6]1, predict the reaction product. (6) Given the reactants [CH:1]1([S:4]([C:7]2[CH:12]=[CH:11][C:10]([CH:13]([O:17][CH:18]3[CH2:23][CH2:22][O:21][CH2:20][CH2:19]3)[C:14]([OH:16])=O)=[CH:9][CH:8]=2)(=[O:6])=[O:5])[CH2:3][CH2:2]1.[CH2:24]([O:26][C:27]1[N:32]=[C:31]2[S:33][C:34]([NH2:36])=[N:35][C:30]2=[CH:29][CH:28]=1)[CH3:25].C1C=CC2N(O)N=NC=2C=1.CCN=C=NCCCN(C)C.CN1CCOCC1, predict the reaction product. The product is: [CH:1]1([S:4]([C:7]2[CH:8]=[CH:9][C:10]([CH:13]([O:17][CH:18]3[CH2:23][CH2:22][O:21][CH2:20][CH2:19]3)[C:14]([NH:36][C:34]3[S:33][C:31]4[C:30]([N:35]=3)=[CH:29][CH:28]=[C:27]([O:26][CH2:24][CH3:25])[N:32]=4)=[O:16])=[CH:11][CH:12]=2)(=[O:5])=[O:6])[CH2:2][CH2:3]1. (7) The product is: [CH3:1][C@@H:2]1[CH2:30][O:29][C@@:5]2([O:9][C@H:8]3[CH2:10][C@H:11]4[C@@H:16]5[CH2:17][CH2:18][C@H:19]6[CH2:24][C@@H:23]([OH:25])[CH2:22][CH2:21][C@:20]6([CH3:26])[C@H:15]5[CH2:14][CH2:13][C@:12]4([CH3:27])[C@H:7]3[C@@H:6]2[CH3:28])[CH2:4][CH2:3]1. Given the reactants [CH3:1][C@@H:2]1[CH2:30][O:29][C@@:5]2([O:9][C@H:8]3[CH2:10][C@H:11]4[C@@H:16]5[CH2:17][CH:18]=[C:19]6[CH2:24][C@@H:23]([OH:25])[CH2:22][CH2:21][C@:20]6([CH3:26])[C@H:15]5[CH2:14][CH2:13][C@:12]4([CH3:27])[C@H:7]3[C@@H:6]2[CH3:28])[CH2:4][CH2:3]1, predict the reaction product.